From a dataset of Peptide-MHC class I binding affinity with 185,985 pairs from IEDB/IMGT. Regression. Given a peptide amino acid sequence and an MHC pseudo amino acid sequence, predict their binding affinity value. This is MHC class I binding data. The peptide sequence is ALVISVTSNY. The MHC is HLA-A31:01 with pseudo-sequence HLA-A31:01. The binding affinity (normalized) is 0.184.